From a dataset of Full USPTO retrosynthesis dataset with 1.9M reactions from patents (1976-2016). Predict the reactants needed to synthesize the given product. (1) Given the product [CH3:3][O:2][N:1]=[C:13]1[CH2:14][CH2:15][CH2:16][CH2:17][C:12]1([C:19]1[CH:20]=[CH:21][CH:22]=[CH:23][C:24]=1[Cl:25])[NH:11][CH3:10], predict the reactants needed to synthesize it. The reactants are: [NH2:1][O:2][CH3:3].Cl.CC(O[Na])=O.[CH3:10][NH:11][C:12]1([C:19]2[CH:20]=[CH:21][CH:22]=[CH:23][C:24]=2[Cl:25])[C:17](=O)[CH2:16][CH2:15][CH2:14][CH2:13]1. (2) Given the product [CH2:1]([O:8][C:9]1[C:10]2[CH2:11][N:12]([CH2:33][C:34]([OH:36])=[O:35])[CH2:13][CH2:14][N:15]([CH2:28][C:29]([OH:31])=[O:30])[CH2:16][CH2:17][N:18]([CH2:24][C:25]([OH:27])=[O:26])[CH2:19][C:20]([N:23]=2)=[CH:21][CH:22]=1)[C:2]1[CH:3]=[CH:4][CH:5]=[CH:6][CH:7]=1, predict the reactants needed to synthesize it. The reactants are: [CH2:1]([O:8][C:9]1[C:10]2[CH2:11][N:12]([CH2:33][C:34]([O:36]C)=[O:35])[CH2:13][CH2:14][N:15]([CH2:28][C:29]([O:31]C)=[O:30])[CH2:16][CH2:17][N:18]([CH2:24][C:25]([OH:27])=[O:26])[CH2:19][C:20]([N:23]=2)=[CH:21][CH:22]=1)[C:2]1[CH:7]=[CH:6][CH:5]=[CH:4][CH:3]=1.[OH-].[Na+]. (3) The reactants are: C(S[C:9]1[CH:18]=[C:17]2[C:12]([C:13]([Cl:29])=[CH:14][N:15]([CH2:20][C:21]3[CH:26]=[CH:25][C:24]([O:27][CH3:28])=[CH:23][CH:22]=3)[C:16]2=[O:19])=[CH:11][CH:10]=1)C1C=CC=CC=1.C(Cl)Cl.C(O)(=O)C.[S:37]([Cl:41])(Cl)(=[O:39])=[O:38]. Given the product [Cl:29][C:13]1[C:12]2[C:17](=[CH:18][C:9]([S:37]([Cl:41])(=[O:39])=[O:38])=[CH:10][CH:11]=2)[C:16](=[O:19])[N:15]([CH2:20][C:21]2[CH:22]=[CH:23][C:24]([O:27][CH3:28])=[CH:25][CH:26]=2)[CH:14]=1, predict the reactants needed to synthesize it.